The task is: Predict the reactants needed to synthesize the given product.. This data is from Full USPTO retrosynthesis dataset with 1.9M reactions from patents (1976-2016). (1) Given the product [CH:1]1([N:7]2[C:11]3([CH2:16][CH2:15][N:14]([CH2:33][CH2:34][CH2:35][N:36]4[C:40]5[CH:41]=[CH:42][CH:43]=[CH:44][C:39]=5[NH:38][C:37]4=[O:45])[CH2:13][CH2:12]3)[C:10](=[O:17])[N:9]([CH2:18][C:19]3[CH:20]=[C:21]([CH:29]=[CH:30][CH:31]=3)[C:22]([O:24][C:25]([CH3:27])([CH3:28])[CH3:26])=[O:23])[CH2:8]2)[CH2:2][CH2:3][CH2:4][CH2:5][CH2:6]1, predict the reactants needed to synthesize it. The reactants are: [CH:1]1([N:7]2[C:11]3([CH2:16][CH2:15][NH:14][CH2:13][CH2:12]3)[C:10](=[O:17])[N:9]([CH2:18][C:19]3[CH:20]=[C:21]([CH:29]=[CH:30][CH:31]=3)[C:22]([O:24][C:25]([CH3:28])([CH3:27])[CH3:26])=[O:23])[CH2:8]2)[CH2:6][CH2:5][CH2:4][CH2:3][CH2:2]1.I[CH2:33][CH2:34][CH2:35][N:36]1[C:40]2[CH:41]=[CH:42][CH:43]=[CH:44][C:39]=2[NH:38][C:37]1=[O:45].C(=O)([O-])[O-].[K+].[K+]. (2) Given the product [ClH:19].[Cl:19][C:16]1[CH:17]=[CH:18][C:11]2[CH2:10][CH2:9][NH:8][CH2:14][CH2:13][C:12]=2[C:15]=1[S:20][CH2:21][CH:28]1[CH2:32][CH2:31][CH2:30][O:29]1, predict the reactants needed to synthesize it. The reactants are: C(OC([N:8]1[CH2:14][CH2:13][C:12]2[C:15]([S:20][C:21](=O)N(C)C)=[C:16]([Cl:19])[CH:17]=[CH:18][C:11]=2[CH2:10][CH2:9]1)=O)(C)(C)C.BrC[CH:28]1[CH2:32][CH2:31][CH2:30][O:29]1. (3) Given the product [C:43]([O:42][C:41](=[O:47])[NH:40][C@H:35]1[CH2:36][CH2:37][CH2:38][CH2:39][C@H:34]1[NH:33][C:2]1[N:12]=[C:11]([NH:13][C:14]2[CH:15]=[CH:16][CH:17]=[C:18]3[C:22]=2[NH:21][CH:20]=[C:19]3[CH3:23])[C:5]2[C:6](=[O:10])[NH:7][N:8]=[CH:9][C:4]=2[CH:3]=1)([CH3:46])([CH3:44])[CH3:45], predict the reactants needed to synthesize it. The reactants are: Cl[C:2]1[N:12]=[C:11]([NH:13][C:14]2[CH:15]=[CH:16][CH:17]=[C:18]3[C:22]=2[NH:21][CH:20]=[C:19]3[CH3:23])[C:5]2[C:6](=[O:10])[NH:7][N:8]=[CH:9][C:4]=2[CH:3]=1.CCN(C(C)C)C(C)C.[NH2:33][C@@H:34]1[CH2:39][CH2:38][CH2:37][CH2:36][C@@H:35]1[NH:40][C:41](=[O:47])[O:42][C:43]([CH3:46])([CH3:45])[CH3:44].O.